From a dataset of Catalyst prediction with 721,799 reactions and 888 catalyst types from USPTO. Predict which catalyst facilitates the given reaction. (1) Reactant: C[Si](N[Si](C)(C)C)(C)C.C(O)(=O)C.[C:14]1(=O)[CH2:18][CH2:17][CH2:16]C1.[C:20]([CH2:22][C:23]([O:25][CH2:26][CH3:27])=[O:24])#[N:21]. Product: [C:20]([C:22](=[C:16]1[CH2:17][CH2:18][CH2:14]1)[C:23]([O:25][CH2:26][CH3:27])=[O:24])#[N:21]. The catalyst class is: 6. (2) The catalyst class is: 28. Product: [O:10]1[C:9]2([CH2:8][CH2:7][CH:6]([C:4](=[O:5])[CH2:17][CH3:18])[CH2:15][CH2:14]2)[O:13][CH2:12][CH2:11]1. Reactant: CON(C)[C:4]([CH:6]1[CH2:15][CH2:14][C:9]2([O:13][CH2:12][CH2:11][O:10]2)[CH2:8][CH2:7]1)=[O:5].[CH3:17][CH2:18][Mg+].[Br-].O. (3) Reactant: Cl.[C:2](=[NH:11])(OC)[C:3]1[CH:8]=[CH:7][CH:6]=[CH:5][CH:4]=1.[CH3:12][NH:13][NH2:14].Cl[C:16]([C:18]1[CH:27]=[CH:26][C:21]([C:22]([O:24][CH3:25])=[O:23])=[CH:20][CH:19]=1)=O.N1C=CC=CC=1. Product: [CH3:12][N:13]1[C:2]([C:3]2[CH:8]=[CH:7][CH:6]=[CH:5][CH:4]=2)=[N:11][C:16]([C:18]2[CH:27]=[CH:26][C:21]([C:22]([O:24][CH3:25])=[O:23])=[CH:20][CH:19]=2)=[N:14]1. The catalyst class is: 24. (4) Reactant: [CH3:1][C:2]1[CH:3]=[C:4]([NH2:8])[CH:5]=[N:6][CH:7]=1.Cl[C:10](Cl)([O:12]C(=O)OC(Cl)(Cl)Cl)Cl.C(N(CC)CC)C.[NH2:28][C:29]1[CH:45]=[CH:44][C:32]([CH2:33][C:34]2[NH:43][C:37]3[C:38](=[O:42])[NH:39][CH:40]=[CH:41][C:36]=3[N:35]=2)=[CH:31][CH:30]=1. Product: [CH3:1][C:2]1[CH:3]=[C:4]([NH:8][C:10]([NH:28][C:29]2[CH:30]=[CH:31][C:32]([CH2:33][C:34]3[NH:43][C:37]4[C:38](=[O:42])[NH:39][CH:40]=[CH:41][C:36]=4[N:35]=3)=[CH:44][CH:45]=2)=[O:12])[CH:5]=[N:6][CH:7]=1. The catalyst class is: 20. (5) Reactant: [F:1][C:2]1[CH:7]=[C:6]([F:8])[CH:5]=[CH:4][C:3]=1[N:9]1[C:13]([C:14]2[S:23][C:22]3[C:21]4[N:24]=[C:25]([C:28]5[CH:29]=[N:30][C:31](F)=[CH:32][CH:33]=5)[CH:26]=[CH:27][C:20]=4[O:19][CH2:18][CH2:17][C:16]=3[CH:15]=2)=[N:12][CH:11]=[N:10]1.[NH:35]1[CH2:40][CH2:39][CH2:38][CH2:37][CH2:36]1. Product: [F:1][C:2]1[CH:7]=[C:6]([F:8])[CH:5]=[CH:4][C:3]=1[N:9]1[C:13]([C:14]2[S:23][C:22]3[C:21]4[N:24]=[C:25]([C:28]5[CH:33]=[CH:32][C:31]([N:35]6[CH2:40][CH2:39][CH2:38][CH2:37][CH2:36]6)=[N:30][CH:29]=5)[CH:26]=[CH:27][C:20]=4[O:19][CH2:18][CH2:17][C:16]=3[CH:15]=2)=[N:12][CH:11]=[N:10]1. The catalyst class is: 37. (6) Reactant: [CH3:1][O:2][C:3]1[CH:4]=[C:5]([CH2:9][CH:10]([OH:12])[CH3:11])[CH:6]=[CH:7][CH:8]=1.[N+:13]([C:16]1[CH:23]=[CH:22][C:19]([CH:20]=O)=[CH:18][CH:17]=1)([O-:15])=[O:14]. Product: [CH3:11][CH:10]1[CH2:9][C:5]2[C:6](=[CH:7][CH:8]=[C:3]([O:2][CH3:1])[CH:4]=2)[CH:20]([C:19]2[CH:22]=[CH:23][C:16]([N+:13]([O-:15])=[O:14])=[CH:17][CH:18]=2)[O:12]1. The catalyst class is: 89.